Dataset: Full USPTO retrosynthesis dataset with 1.9M reactions from patents (1976-2016). Task: Predict the reactants needed to synthesize the given product. (1) Given the product [C:1]([N:5]1[CH:9]=[C:8]([NH2:10])[CH:7]=[N:6]1)([CH3:4])([CH3:3])[CH3:2], predict the reactants needed to synthesize it. The reactants are: [C:1]([N:5]1[CH:9]=[C:8]([N+:10]([O-])=O)[CH:7]=[N:6]1)([CH3:4])([CH3:3])[CH3:2]. (2) Given the product [F:43][C:31]1[CH:32]=[C:33]([N:36]2[CH:41]=[CH:40][CH:39]=[CH:38][C:37]2=[O:42])[CH:34]=[CH:35][C:30]=1[NH:29][C:17]([CH2:16][N:12]1[CH2:13][CH2:14][CH2:15][CH:10]([NH:9][C:7]([C:5]2[S:6][C:2]([Cl:1])=[CH:3][CH:4]=2)=[O:8])[CH2:11]1)=[O:19], predict the reactants needed to synthesize it. The reactants are: [Cl:1][C:2]1[S:6][C:5]([C:7]([NH:9][CH:10]2[CH2:15][CH2:14][CH2:13][N:12]([CH2:16][C:17]([OH:19])=O)[CH2:11]2)=[O:8])=[CH:4][CH:3]=1.C(N(C(C)C)C(C)C)C.[NH2:29][C:30]1[CH:35]=[CH:34][C:33]([N:36]2[CH:41]=[CH:40][CH:39]=[CH:38][C:37]2=[O:42])=[CH:32][C:31]=1[F:43].C1N(P(Cl)(N2C(=O)OCC2)=O)C(=O)OC1.